Dataset: Catalyst prediction with 721,799 reactions and 888 catalyst types from USPTO. Task: Predict which catalyst facilitates the given reaction. (1) The catalyst class is: 11. Reactant: [Br:1][C:2]1[CH:7]=[CH:6][N:5]2[C:8]([C:11]([NH:13][C:14]3[CH:15]=[C:16]([CH:21]=[CH:22][C:23]=3[F:24])[C:17]([O:19]C)=O)=[O:12])=[CH:9][N:10]=[C:4]2[CH:3]=1.[CH3:25][N:26]1[CH2:31][CH2:30][N:29]([C:32]2[CH:37]=[CH:36][CH:35]=[CH:34][C:33]=2[CH2:38][NH2:39])[CH2:28][CH2:27]1. Product: [Br:1][C:2]1[CH:7]=[CH:6][N:5]2[C:8]([C:11]([NH:13][C:14]3[CH:15]=[C:16]([C:17](=[O:19])[NH:39][CH2:38][C:33]4[CH:34]=[CH:35][CH:36]=[CH:37][C:32]=4[N:29]4[CH2:28][CH2:27][N:26]([CH3:25])[CH2:31][CH2:30]4)[CH:21]=[CH:22][C:23]=3[F:24])=[O:12])=[CH:9][N:10]=[C:4]2[CH:3]=1. (2) Reactant: [NH2:1][C:2]1[C:6]2[CH:7]=[C:8]([Br:11])[CH:9]=[CH:10][C:5]=2[O:4][C:3]=1[C:12]([NH2:14])=[O:13].O=[CH:16][CH2:17][CH:18]1[CH2:23][CH2:22][N:21](C(OC(C)(C)C)=O)[CH2:20][CH2:19]1.OS([O-])=O.[Na+]. Product: [Br:11][C:8]1[CH:9]=[CH:10][C:5]2[O:4][C:3]3[C:12](=[O:13])[NH:14][C:16]([CH2:17][CH:18]4[CH2:23][CH2:22][NH:21][CH2:20][CH2:19]4)=[N:1][C:2]=3[C:6]=2[CH:7]=1. The catalyst class is: 16. (3) Reactant: [CH3:14][CH:12]([O:11][C:9](/[N:8]=[N:8]/[C:9]([O:11][CH:12]([CH3:14])C)=[O:10])=[O:10])C.C(N1CCN(CCCO[C:28]2[CH:33]=[CH:32][C:31]([CH:34]3[CH2:39][CH2:38]N(C4CCC5N(C(C(F)(F)F)=NN=5)N=4)[CH2:36][CH2:35]3)=[CH:30][CH:29]=2)CC1)(=O)C.[OH:53][CH2:54][CH2:55][N:56]1[CH2:61][CH2:60][N:59]([C:62]([O:64][C:65]([CH3:68])([CH3:67])[CH3:66])=[O:63])[CH2:58][CH2:57]1.[C:69]1(P([C:69]2[CH:74]=[CH:73]C=[CH:71][CH:70]=2)[C:69]2[CH:74]=[CH:73]C=[CH:71][CH:70]=2)[CH:74]=[CH:73]C=[CH:71][CH:70]=1. Product: [CH2:12]([O:11][C:9]([N:8]1[CH2:36][CH:35]=[C:34]([C:31]2[CH:30]=[CH:29][C:28]([O:53][CH2:54][CH2:55][N:56]3[CH2:61][CH2:60][N:59]([C:62]([O:64][C:65]([CH3:68])([CH3:67])[CH3:66])=[O:63])[CH2:58][CH2:57]3)=[CH:33][CH:32]=2)[CH2:39][CH2:38]1)=[O:10])[C:14]1[CH:73]=[CH:74][CH:69]=[CH:70][CH:71]=1. The catalyst class is: 1. (4) Reactant: C(O)(C(F)(F)F)=O.[CH3:8][N:9]([CH3:48])[C:10]1[CH:11]=[C:12]([NH:22][C:23]2[CH:28]=[C:27]([O:29][C:30]3[C:39]4[C:34](=[CH:35][CH:36]=[CH:37][CH:38]=4)[C:33]([NH:40]C(=O)OC(C)(C)C)=[CH:32][CH:31]=3)[CH:26]=[CH:25][N:24]=2)[CH:13]=[CH:14][C:15]=1[P:16]([O:19][CH2:20][CH3:21])([CH3:18])=[O:17]. Product: [NH2:40][C:33]1[C:34]2[C:39](=[CH:38][CH:37]=[CH:36][CH:35]=2)[C:30]([O:29][C:27]2[CH:26]=[CH:25][N:24]=[C:23]([NH:22][C:12]3[CH:13]=[CH:14][C:15]([P:16]([CH3:18])(=[O:17])[O:19][CH2:20][CH3:21])=[C:10]([N:9]([CH3:8])[CH3:48])[CH:11]=3)[CH:28]=2)=[CH:31][CH:32]=1. The catalyst class is: 2. (5) Reactant: [NH2:1][CH2:2][CH:3]1[O:7][C:6](=[O:8])[N:5]([C:9]2[CH:10]=[CH:11][C:12]3[CH2:18][CH2:17][C:16](=[O:19])[CH2:15][CH2:14][C:13]=3[CH:20]=2)[CH2:4]1.[C:21](OC(=O)C)(=[O:23])[CH3:22]. Product: [O:8]=[C:6]1[N:5]([C:9]2[CH:10]=[CH:11][C:12]3[CH2:18][CH2:17][C:16](=[O:19])[CH2:15][CH2:14][C:13]=3[CH:20]=2)[CH2:4][CH:3]([CH2:2][NH:1][C:21](=[O:23])[CH3:22])[O:7]1. The catalyst class is: 17. (6) Reactant: C(OC(=O)[NH:7][CH:8]([C:12]([N:14]1[CH2:18][CH2:17][CH2:16][CH:15]1[CH2:19][C:20]1[C:28]2[CH:27]=[CH:26][C:25]([F:29])=[CH:24][C:23]=2[N:22]2[CH2:30][CH2:31][N:32]3[C:40]4[C:35](=[CH:36][CH:37]=[C:38]([F:41])[CH:39]=4)[C:34]([CH2:42][CH:43]4[CH2:47][CH2:46][CH2:45][N:44]4[C:48](=[O:61])[CH:49]([NH:53]C(OC(C)(C)C)=O)[CH:50]([CH3:52])[CH3:51])=[C:33]3[C:21]=12)=[O:13])[CH:9]([CH3:11])[CH3:10])(C)(C)C.C(O)(C(F)(F)F)=O. Product: [NH2:7][CH:8]([CH:9]([CH3:11])[CH3:10])[C:12]([N:14]1[CH2:18][CH2:17][CH2:16][CH:15]1[CH2:19][C:20]1[C:28]2[CH:27]=[CH:26][C:25]([F:29])=[CH:24][C:23]=2[N:22]2[CH2:30][CH2:31][N:32]3[C:40]4[C:35](=[CH:36][CH:37]=[C:38]([F:41])[CH:39]=4)[C:34]([CH2:42][CH:43]4[CH2:47][CH2:46][CH2:45][N:44]4[C:48](=[O:61])[CH:49]([NH2:53])[CH:50]([CH3:52])[CH3:51])=[C:33]3[C:21]=12)=[O:13]. The catalyst class is: 2. (7) Reactant: [Br:1][CH2:2][C:3]1[CH:4]=[C:5]([CH:8]=[C:9]([CH3:11])[CH:10]=1)C=O.[CH:12](OC)([O:15][CH3:16])[O:13][CH3:14].O.C1(C)C=CC(S(O)(=O)=O)=CC=1. Product: [Br:1][CH2:2][C:3]1[CH:10]=[C:9]([CH3:11])[CH:8]=[C:5]([CH:12]([O:15][CH3:16])[O:13][CH3:14])[CH:4]=1. The catalyst class is: 5. (8) Reactant: [Cl:1][C:2]1[CH:3]=[CH:4][C:5]([O:8][CH:9]2[CH2:14][CH2:13][NH:12][CH2:11][CH2:10]2)=[N:6][CH:7]=1.CCN(C(C)C)C(C)C.[O:24]=[C:25]1[NH:29][N:28]=[C:27]([CH2:30][CH2:31][S:32](Cl)(=[O:34])=[O:33])[NH:26]1. Product: [Cl:1][C:2]1[CH:3]=[CH:4][C:5]([O:8][CH:9]2[CH2:14][CH2:13][N:12]([S:32]([CH2:31][CH2:30][C:27]3[NH:26][C:25](=[O:24])[NH:29][N:28]=3)(=[O:34])=[O:33])[CH2:11][CH2:10]2)=[N:6][CH:7]=1. The catalyst class is: 1.